Task: Predict the reaction yield, written as a fraction of the theoretical maximum amount of product (1.0 means a 100% yield; for example, 0.34 means a 34% yield).. Dataset: Reaction yield outcomes from USPTO patents with 853,638 reactions (1) The reactants are [C:1]([O:5][C:6](=[O:37])[NH:7][CH:8]1[CH2:13][CH2:12][N:11]([CH2:14][CH2:15][O:16][C:17]2[CH:18]=[N:19][C:20]3[C:25]([C:26]=2[O:27]CC2C=CC=CC=2)=[N:24][C:23]([O:35][CH3:36])=[CH:22][CH:21]=3)[CH2:10][CH2:9]1)([CH3:4])([CH3:3])[CH3:2]. The catalyst is [Pd].CO. The product is [C:1]([O:5][C:6](=[O:37])[NH:7][CH:8]1[CH2:9][CH2:10][N:11]([CH2:14][CH2:15][O:16][C:17]2[CH:18]=[N:19][C:20]3[C:25]([C:26]=2[OH:27])=[N:24][C:23]([O:35][CH3:36])=[CH:22][CH:21]=3)[CH2:12][CH2:13]1)([CH3:4])([CH3:3])[CH3:2]. The yield is 0.910. (2) The reactants are [CH3:1][O:2][C:3](=[O:31])[C:4]1[CH:9]=[CH:8][C:7]([CH2:10][N:11]2[CH2:15][C@@H:14]([CH2:16][O:17][CH3:18])[N:13]([CH:19]3[CH2:24][CH2:23][N:22]([CH:25]([CH3:29])[CH2:26][CH2:27][NH2:28])[CH2:21][CH2:20]3)[C:12]2=[O:30])=[CH:6][CH:5]=1.[Cl:32][C:33]1[CH:41]=[C:40]([CH3:42])[C:36]([C:37](O)=[O:38])=[C:35]([CH3:43])[N:34]=1. No catalyst specified. The product is [CH3:1][O:2][C:3](=[O:31])[C:4]1[CH:5]=[CH:6][C:7]([CH2:10][N:11]2[CH2:15][C@@H:14]([CH2:16][O:17][CH3:18])[N:13]([CH:19]3[CH2:24][CH2:23][N:22]([CH:25]([CH3:29])[CH2:26][CH2:27][NH:28][C:37]([C:36]4[C:35]([CH3:43])=[N:34][C:33]([Cl:32])=[CH:41][C:40]=4[CH3:42])=[O:38])[CH2:21][CH2:20]3)[C:12]2=[O:30])=[CH:8][CH:9]=1. The yield is 0.600.